Dataset: NCI-60 drug combinations with 297,098 pairs across 59 cell lines. Task: Regression. Given two drug SMILES strings and cell line genomic features, predict the synergy score measuring deviation from expected non-interaction effect. (1) Drug 1: CCC(=C(C1=CC=CC=C1)C2=CC=C(C=C2)OCCN(C)C)C3=CC=CC=C3.C(C(=O)O)C(CC(=O)O)(C(=O)O)O. Drug 2: CCCCC(=O)OCC(=O)C1(CC(C2=C(C1)C(=C3C(=C2O)C(=O)C4=C(C3=O)C=CC=C4OC)O)OC5CC(C(C(O5)C)O)NC(=O)C(F)(F)F)O. Cell line: HCC-2998. Synergy scores: CSS=66.3, Synergy_ZIP=-0.0490, Synergy_Bliss=-0.188, Synergy_Loewe=4.00, Synergy_HSA=5.56. (2) Drug 1: CN(C)C1=NC(=NC(=N1)N(C)C)N(C)C. Drug 2: CC(C1=C(C=CC(=C1Cl)F)Cl)OC2=C(N=CC(=C2)C3=CN(N=C3)C4CCNCC4)N. Cell line: HCC-2998. Synergy scores: CSS=-2.48, Synergy_ZIP=-0.425, Synergy_Bliss=-3.19, Synergy_Loewe=-20.7, Synergy_HSA=-7.99.